Task: Predict the reactants needed to synthesize the given product.. Dataset: Retrosynthesis with 50K atom-mapped reactions and 10 reaction types from USPTO (1) Given the product O=C(Nc1cc2ccccc2cc1C(=O)NC1(C(=O)O)CCOCC1)Nc1c(Cl)cccc1Cl, predict the reactants needed to synthesize it. The reactants are: COC(=O)C1(NC(=O)c2cc3ccccc3cc2NC(=O)Nc2c(Cl)cccc2Cl)CCOCC1. (2) Given the product CC(=O)Nc1ccc(-c2nc3c(C(=O)NC4CN5CCC4CC5)cccc3o2)cc1, predict the reactants needed to synthesize it. The reactants are: CC(=O)OC(C)=O.Nc1ccc(-c2nc3c(C(=O)NC4CN5CCC4CC5)cccc3o2)cc1. (3) Given the product COc1ccc(CC(C)O)cc1OC, predict the reactants needed to synthesize it. The reactants are: COc1ccc(CC(C)=O)cc1OC.